Task: Predict the product of the given reaction.. Dataset: Forward reaction prediction with 1.9M reactions from USPTO patents (1976-2016) (1) Given the reactants [CH3:1][C:2]1[N:6]=[C:5]([C:7]2[CH:8]=[CH:9][C:10]([O:13][C:14]3[CH:24]=[CH:23][C:17]4[CH2:18][CH2:19][NH:20][CH2:21][CH2:22][C:16]=4[CH:15]=3)=[N:11][CH:12]=2)[O:4][N:3]=1.[CH:25]1([CH:28]=O)[CH2:27][CH2:26]1, predict the reaction product. The product is: [CH:25]1([CH2:28][N:20]2[CH2:19][CH2:18][C:17]3[CH:23]=[CH:24][C:14]([O:13][C:10]4[CH:9]=[CH:8][C:7]([C:5]5[O:4][N:3]=[C:2]([CH3:1])[N:6]=5)=[CH:12][N:11]=4)=[CH:15][C:16]=3[CH2:22][CH2:21]2)[CH2:27][CH2:26]1. (2) Given the reactants C(OC([N:8]1[CH2:12][CH2:11][CH:10]([C:13]2[CH:18]=[CH:17][C:16]([NH:19][CH:20]([C:25]3[CH:30]=[CH:29][C:28]([Br:31])=[CH:27][N:26]=3)[C:21]([F:24])([F:23])[F:22])=[CH:15][CH:14]=2)[CH2:9]1)=O)(C)(C)C.Cl, predict the reaction product. The product is: [Br:31][C:28]1[CH:29]=[CH:30][C:25]([CH:20]([NH:19][C:16]2[CH:17]=[CH:18][C:13]([CH:10]3[CH2:11][CH2:12][NH:8][CH2:9]3)=[CH:14][CH:15]=2)[C:21]([F:22])([F:24])[F:23])=[N:26][CH:27]=1. (3) The product is: [CH3:18][C:16]1[N:17]=[C:12]2[CH:11]=[CH:10][C:9]([NH2:8])=[N:14][N:13]2[CH:15]=1. Given the reactants COC1C=CC(C[NH:8][C:9]2[CH:10]=[CH:11][C:12]3[N:13]([CH:15]=[C:16]([CH3:18])[N:17]=3)[N:14]=2)=CC=1.C(O)(C(F)(F)F)=O, predict the reaction product.